This data is from Reaction yield outcomes from USPTO patents with 853,638 reactions. The task is: Predict the reaction yield, written as a fraction of the theoretical maximum amount of product (1.0 means a 100% yield; for example, 0.34 means a 34% yield). (1) The product is [C:1]([O:4][CH2:5][C:6]1[C:7]([N:16]2[CH2:17][CH2:18][C:19]3[N:27]4[C:22]([CH2:23][CH2:24][CH2:25][CH2:26]4)=[CH:21][C:20]=3[C:15]2=[O:28])=[CH:8][C:9]([F:13])=[CH:10][C:11]=1[Br:12])(=[O:3])[CH3:2]. The catalyst is C1C=CC(/C=C/C(/C=C/C2C=CC=CC=2)=O)=CC=1.C1C=CC(/C=C/C(/C=C/C2C=CC=CC=2)=O)=CC=1.C1C=CC(/C=C/C(/C=C/C2C=CC=CC=2)=O)=CC=1.[Pd].[Pd].O1CCOCC1. The yield is 0.460. The reactants are [C:1]([O:4][CH2:5][C:6]1[C:11]([Br:12])=[CH:10][C:9]([F:13])=[CH:8][C:7]=1Br)(=[O:3])[CH3:2].[C:15]1(=[O:28])[C:20]2[CH:21]=[C:22]3[N:27]([C:19]=2[CH2:18][CH2:17][NH:16]1)[CH2:26][CH2:25][CH2:24][CH2:23]3.C(=O)([O-])[O-].[Cs+].[Cs+].CC1(C)C2C(=C(P(C3C=CC=CC=3)C3C=CC=CC=3)C=CC=2)OC2C(P(C3C=CC=CC=3)C3C=CC=CC=3)=CC=CC1=2. (2) The reactants are [CH3:1][O:2][C:3]1[CH:8]=[CH:7][C:6]([CH2:9][C:10]#[N:11])=[CH:5][CH:4]=1.[H-].[Na+].Cl[CH2:15][CH2:16][O:17][CH2:18][CH2:19]Cl. The catalyst is CN(C=O)C. The product is [CH3:1][O:2][C:3]1[CH:8]=[CH:7][C:6]([C:9]2([C:10]#[N:11])[CH2:19][CH2:18][O:17][CH2:16][CH2:15]2)=[CH:5][CH:4]=1. The yield is 1.00. (3) The reactants are Br[C:2]1[CH:23]=[CH:22][C:5]2[C:6]3[N:7]([CH:11]=[C:12]([C:14]4[N:18]([CH:19]([CH3:21])[CH3:20])[N:17]=[CH:16][N:15]=4)[N:13]=3)[CH2:8][CH2:9][O:10][C:4]=2[CH:3]=1.[CH3:24][C:25]1[N:26]([CH2:34][CH2:35][O:36][CH:37]2[CH2:42][CH2:41][CH2:40][CH2:39][O:38]2)[CH:27]=[C:28]([Sn](C)(C)C)[N:29]=1. The catalyst is O1CCOCC1.C1C=CC([P]([Pd]([P](C2C=CC=CC=2)(C2C=CC=CC=2)C2C=CC=CC=2)([P](C2C=CC=CC=2)(C2C=CC=CC=2)C2C=CC=CC=2)[P](C2C=CC=CC=2)(C2C=CC=CC=2)C2C=CC=CC=2)(C2C=CC=CC=2)C2C=CC=CC=2)=CC=1. The product is [CH:19]([N:18]1[C:14]([C:12]2[N:13]=[C:6]3[C:5]4[CH:22]=[CH:23][C:2]([C:28]5[N:29]=[C:25]([CH3:24])[N:26]([CH2:34][CH2:35][O:36][CH:37]6[CH2:42][CH2:41][CH2:40][CH2:39][O:38]6)[CH:27]=5)=[CH:3][C:4]=4[O:10][CH2:9][CH2:8][N:7]3[CH:11]=2)=[N:15][CH:16]=[N:17]1)([CH3:21])[CH3:20]. The yield is 0.320. (4) The reactants are Cl.[Br:2][C:3]1[CH:4]=[C:5]([O:12][CH3:13])[C:6]([C:9]([OH:11])=[O:10])=[N:7][CH:8]=1.S(Cl)(Cl)=O.[CH3:18]O. No catalyst specified. The product is [Br:2][C:3]1[CH:4]=[C:5]([O:12][CH3:13])[C:6]([C:9]([O:11][CH3:18])=[O:10])=[N:7][CH:8]=1. The yield is 0.810. (5) The reactants are [OH:1][C:2]1[CH:7]=[CH:6][C:5]([CH2:8][C:9]([OH:11])=[O:10])=[CH:4][CH:3]=1.C1C=CC2N(O)N=NC=2C=1.C(Cl)CCl.O[N:27]1[C:31](=[O:32])[CH2:30][CH2:29][C:28]1=[O:33]. The catalyst is CN(C=O)C.C(OCC)(=O)C. The product is [C:28]1(=[O:33])[N:27]([O:10][C:9](=[O:11])[CH2:8][C:5]2[CH:4]=[CH:3][C:2]([OH:1])=[CH:7][CH:6]=2)[C:31](=[O:32])[CH2:30][CH2:29]1. The yield is 0.780. (6) The reactants are [C:1]1([CH2:7][CH2:8][CH2:9][C:10]([OH:12])=O)[CH:6]=[CH:5][CH:4]=[CH:3][CH:2]=1.Cl.[CH2:14]([O:16][C:17](=[O:20])[CH2:18][NH2:19])[CH3:15].C1C=CC2N(O)N=NC=2C=1.C(Cl)CCl.CCN(CC)CC. The catalyst is CN(C=O)C.O.C(OCC)(=O)C.C(Cl)Cl. The product is [CH2:14]([O:16][C:17](=[O:20])[CH2:18][NH:19][C:10](=[O:12])[CH2:9][CH2:8][CH2:7][C:1]1[CH:2]=[CH:3][CH:4]=[CH:5][CH:6]=1)[CH3:15]. The yield is 0.640. (7) The reactants are [Cl:1][C:2]1[N:10]=[C:9]2[C:5]([N:6]=[CH:7][N:8]2[CH2:11][CH2:12][CH3:13])=[C:4](Cl)[N:3]=1.[NH2:15][C:16]1[CH:21]=[CH:20][CH:19]=[CH:18][CH:17]=1.C(N(CC)CC)C. The catalyst is CCCCO. The product is [Cl:1][C:2]1[N:10]=[C:9]2[C:5]([N:6]=[CH:7][N:8]2[CH2:11][CH2:12][CH3:13])=[C:4]([NH:15][C:16]2[CH:21]=[CH:20][CH:19]=[CH:18][CH:17]=2)[N:3]=1. The yield is 0.590. (8) The reactants are [Br:1][C:2]1[CH:3]=[C:4]2[C:10](I)=[CH:9][N:8]([S:12]([C:15]3[CH:20]=[CH:19][C:18]([CH3:21])=[CH:17][CH:16]=3)(=[O:14])=[O:13])[C:5]2=[N:6][CH:7]=1.[CH3:22][O:23][C:24]1[CH:29]=[CH:28][CH:27]=[CH:26][C:25]=1B(O)O.C(#N)C.C([O-])([O-])=O.[Na+].[Na+]. The catalyst is CCOC(C)=O.Cl[Pd](Cl)([P](C1C=CC=CC=1)(C1C=CC=CC=1)C1C=CC=CC=1)[P](C1C=CC=CC=1)(C1C=CC=CC=1)C1C=CC=CC=1. The product is [Br:1][C:2]1[CH:3]=[C:4]2[C:10]([C:25]3[CH:26]=[CH:27][CH:28]=[CH:29][C:24]=3[O:23][CH3:22])=[CH:9][N:8]([S:12]([C:15]3[CH:20]=[CH:19][C:18]([CH3:21])=[CH:17][CH:16]=3)(=[O:14])=[O:13])[C:5]2=[N:6][CH:7]=1. The yield is 0.800.